Dataset: Full USPTO retrosynthesis dataset with 1.9M reactions from patents (1976-2016). Task: Predict the reactants needed to synthesize the given product. (1) Given the product [Cl:22][C:23]1[N:24]=[C:25]([CH2:31][CH2:32][CH3:33])[NH:26][C:27]=1[C:28]([NH:19][CH2:18][C:13]1[CH:14]=[CH:15][C:16]([Cl:17])=[C:11]([O:10][C:8]2[CH:7]=[C:4]([C:5]#[N:6])[CH:3]=[C:2]([Cl:1])[CH:9]=2)[C:12]=1[F:21])=[O:30], predict the reactants needed to synthesize it. The reactants are: [Cl:1][C:2]1[CH:3]=[C:4]([CH:7]=[C:8]([O:10][C:11]2[C:16]([Cl:17])=[CH:15][CH:14]=[C:13]([CH2:18][NH:19]C)[C:12]=2[F:21])[CH:9]=1)[C:5]#[N:6].[Cl:22][C:23]1[N:24]=[C:25]([CH2:31][CH2:32][CH3:33])[NH:26][C:27]=1[C:28]([OH:30])=O.CN(C(ON1N=NC2C=CC=NC1=2)=[N+](C)C)C.F[P-](F)(F)(F)(F)F.CCN(C(C)C)C(C)C. (2) Given the product [CH:16]1([NH:22][C@@H:7]2[CH2:6][CH2:5][N:4]([C:9]([O:11][C:12]([CH3:15])([CH3:14])[CH3:13])=[O:10])[CH2:3][C@H:2]2[CH3:1])[CH2:21][CH2:20][CH2:19][CH2:18][CH2:17]1.[CH:16]1([NH:22][C@H:7]2[CH2:6][CH2:5][N:4]([C:9]([O:11][C:12]([CH3:15])([CH3:14])[CH3:13])=[O:10])[CH2:3][C@H:2]2[CH3:1])[CH2:21][CH2:20][CH2:19][CH2:18][CH2:17]1, predict the reactants needed to synthesize it. The reactants are: [CH3:1][CH:2]1[C:7](=O)[CH2:6][CH2:5][N:4]([C:9]([O:11][C:12]([CH3:15])([CH3:14])[CH3:13])=[O:10])[CH2:3]1.[CH:16]1([NH2:22])[CH2:21][CH2:20][CH2:19][CH2:18][CH2:17]1.C(O)(=O)C.C([BH3-])#N.[Na+].